Task: Predict which catalyst facilitates the given reaction.. Dataset: Catalyst prediction with 721,799 reactions and 888 catalyst types from USPTO (1) The catalyst class is: 194. Product: [CH3:32][O:31][C:28]1[CH:29]=[CH:30][C:25]([C:23]#[C:24][C:7]2[CH:6]=[CH:5][C:4]([O:3][C:2]([F:1])([F:21])[F:22])=[CH:9][CH:8]=2)=[CH:26][C:27]=1[O:33][CH3:34]. Reactant: [F:1][C:2]([F:22])([F:21])[O:3][C:4]1[CH:9]=[CH:8][C:7](OS(C2C=CC(C)=CC=2)(=O)=O)=[CH:6][CH:5]=1.[C:23]([C:25]1[CH:30]=[CH:29][C:28]([O:31][CH3:32])=[C:27]([O:33][CH3:34])[CH:26]=1)#[CH:24]. (2) Reactant: [F:1][C:2]([F:7])([F:6])[C:3]([OH:5])=[O:4].[CH:8]1([O:12][C:13]2[N:21]=[C:20]3[C:16]([N:17]=[C:18]([O:28][CH3:29])[N:19]3C3CCCCO3)=[C:15]([NH2:30])[N:14]=2)[CH2:11][CH2:10][CH2:9]1. Product: [F:1][C:2]([F:7])([F:6])[C:3]([OH:5])=[O:4].[CH:8]1([O:12][C:13]2[NH:14][C:15]([NH2:30])=[C:16]3[C:20]([N:21]=2)=[N:19][C:18]([O:28][CH3:29])=[N:17]3)[CH2:9][CH2:10][CH2:11]1. The catalyst class is: 5. (3) Reactant: C(=O)([O-])[O-].[K+].[K+].[OH:7][C:8]1[CH:13]=[CH:12][C:11]([CH2:14][C:15]#[N:16])=[CH:10][CH:9]=1.[CH2:17](Br)[C:18]1[CH:23]=[CH:22][CH:21]=[CH:20][CH:19]=1. Product: [CH2:17]([O:7][C:8]1[CH:13]=[CH:12][C:11]([CH2:14][C:15]#[N:16])=[CH:10][CH:9]=1)[C:18]1[CH:23]=[CH:22][CH:21]=[CH:20][CH:19]=1. The catalyst class is: 21. (4) Reactant: [F:1][C:2]([F:14])([F:13])[C:3]1[CH:8]=[CH:7][C:6]([CH2:9][CH2:10][CH2:11][OH:12])=[CH:5][CH:4]=1.C1C=C[NH+]=CC=1.[O-][Cr](Cl)(=O)=O.CCCCCCC. Product: [F:1][C:2]([F:13])([F:14])[C:3]1[CH:4]=[CH:5][C:6]([CH2:9][CH2:10][CH:11]=[O:12])=[CH:7][CH:8]=1. The catalyst class is: 2. (5) Product: [CH3:19][N:18]1[C:17]2[CH:20]=[CH:21][CH:22]=[CH:23][C:16]=2[N:15]=[C:14]1[C:12]([N:10]1[CH2:11][CH:8]([C:3]2[C:2]([N:24]3[CH2:29][CH2:28][CH2:27][CH2:26][CH2:25]3)=[N:7][CH:6]=[CH:5][N:4]=2)[CH2:9]1)=[O:13]. Reactant: Cl[C:2]1[C:3]([CH:8]2[CH2:11][N:10]([C:12]([C:14]3[N:18]([CH3:19])[C:17]4[CH:20]=[CH:21][CH:22]=[CH:23][C:16]=4[N:15]=3)=[O:13])[CH2:9]2)=[N:4][CH:5]=[CH:6][N:7]=1.[NH:24]1[CH2:29][CH2:28][CH2:27][CH2:26][CH2:25]1.C(N(CC)CC)C.CS(C)=O. The catalyst class is: 6. (6) Product: [CH:8]1[C:9]2[C:4](=[CH:3][C:2]([CH:26]([C:20]3[C:21]([CH3:25])([CH3:24])[CH2:22][CH2:23][C:18]([CH3:28])([CH3:17])[CH:19]=3)[OH:27])=[CH:11][CH:10]=2)[CH:5]=[CH:6][N:7]=1. The catalyst class is: 7. Reactant: Br[C:2]1[CH:3]=[C:4]2[C:9](=[CH:10][CH:11]=1)[CH:8]=[N:7][CH:6]=[CH:5]2.C([Li])CCC.[CH3:17][C:18]1([CH3:28])[CH2:23][CH2:22][C:21]([CH3:25])([CH3:24])[C:20]([CH:26]=[O:27])=[CH:19]1. (7) Product: [C:1]([C:3]1[CH:11]=[C:10]2[C:6]([CH:7]=[C:8]([C:22]([OH:24])=[O:23])[N:9]2[CH2:12][C:13]2[C:14]([CH3:21])=[CH:15][C:16]([CH3:20])=[CH:17][C:18]=2[CH3:19])=[CH:5][CH:4]=1)#[N:2]. Reactant: [C:1]([C:3]1[CH:11]=[C:10]2[C:6]([CH:7]=[C:8]([C:22]([O:24]C)=[O:23])[N:9]2[CH2:12][C:13]2[C:18]([CH3:19])=[CH:17][C:16]([CH3:20])=[CH:15][C:14]=2[CH3:21])=[CH:5][CH:4]=1)#[N:2].C1COCC1.[OH-].[Na+].Cl. The catalyst class is: 5. (8) Reactant: Cl[C:2]1[N:7]=[CH:6][C:5]([S:8]([N:11]2[CH2:16][CH2:15][N:14]([C:17]3[N:22]=[CH:21][C:20]([C:23]([OH:29])([CH3:28])[C:24]([F:27])([F:26])[F:25])=[CH:19][N:18]=3)[CH:13]([C:30]#[C:31][CH3:32])[CH2:12]2)(=[O:10])=[O:9])=[CH:4][CH:3]=1.[OH-].[NH4+:34]. The catalyst class is: 14. Product: [NH2:34][C:2]1[N:7]=[CH:6][C:5]([S:8]([N:11]2[CH2:16][CH2:15][N:14]([C:17]3[N:22]=[CH:21][C:20]([C:23]([OH:29])([CH3:28])[C:24]([F:27])([F:26])[F:25])=[CH:19][N:18]=3)[CH:13]([C:30]#[C:31][CH3:32])[CH2:12]2)(=[O:10])=[O:9])=[CH:4][CH:3]=1.